This data is from Peptide-MHC class I binding affinity with 185,985 pairs from IEDB/IMGT. The task is: Regression. Given a peptide amino acid sequence and an MHC pseudo amino acid sequence, predict their binding affinity value. This is MHC class I binding data. The MHC is HLA-A80:01 with pseudo-sequence HLA-A80:01. The peptide sequence is WAIQCYTGV. The binding affinity (normalized) is 0.0847.